From a dataset of Full USPTO retrosynthesis dataset with 1.9M reactions from patents (1976-2016). Predict the reactants needed to synthesize the given product. Given the product [C:1]12([CH3:13])[C:7]([CH3:8])([CH3:9])[CH:4]([CH2:5][CH2:6]1)[CH2:3][CH:2]2[O:10][CH:11]([O:19][C:14](=[O:18])[C:15]([CH3:17])=[CH2:16])[CH3:12], predict the reactants needed to synthesize it. The reactants are: [C:1]12([CH3:13])[C:7]([CH3:9])([CH3:8])[CH:4]([CH2:5][CH2:6]1)[CH2:3][CH:2]2[O:10][CH:11]=[CH2:12].[C:14]([OH:19])(=[O:18])[C:15]([CH3:17])=[CH2:16].